This data is from Catalyst prediction with 721,799 reactions and 888 catalyst types from USPTO. The task is: Predict which catalyst facilitates the given reaction. Reactant: [C:1]([C:5]1[CH:6]=[C:7]([NH:19]C(=O)OC(C)(C)C)[CH:8]=[C:9]([NH:11]C(=O)OC(C)(C)C)[CH:10]=1)([CH3:4])([CH3:3])[CH3:2].C(O)(C(F)(F)F)=O. Product: [C:1]([C:5]1[CH:10]=[C:9]([NH2:11])[CH:8]=[C:7]([NH2:19])[CH:6]=1)([CH3:4])([CH3:2])[CH3:3]. The catalyst class is: 2.